The task is: Binary Classification. Given a miRNA mature sequence and a target amino acid sequence, predict their likelihood of interaction.. This data is from Experimentally validated miRNA-target interactions with 360,000+ pairs, plus equal number of negative samples. (1) The miRNA is hsa-miR-5195-3p with sequence AUCCAGUUCUCUGAGGGGGCU. The protein sequence of the target gene is MATPPKRFCPSPSTSSEGTRIKKISIEGNIAAGKSTFVNILKQASEDWEVVPEPVARWCNVQSTQEEFEELTTSQKSGGNVLQMMYEKPERWSFTFQSYACLSRIRAQLASLNGKLKDAEKPVLFFERSVYSDRYIFASNLYESDCMNETEWTIYQDWHDWMNSQFGQSLELDGIIYLRATPEKCLNRIYLRGRNEEQGIPLEYLEKLHYKHESWLLHRTLKTSFDYLQEVPVLTLDVNEDFKDKHESLVEKVKEFLSTL. Result: 0 (no interaction). (2) The miRNA is hsa-miR-935 with sequence CCAGUUACCGCUUCCGCUACCGC. The protein sequence of the target gene is MEGSKTSNNSTMQVSFVCQRCSQPLKLDTSFKILDRVTIQELTAPLLTTAQAKPGETQEEETNSGEEPFIETPRQDGVSRRFIPPARMMSTESANSFTLIGEASDGGTMENLSRRLKVTGDLFDIMSGQTDVDHPLCEECTDTLLDQLDTQLNVTENECQNYKRCLEILEQMNEDDSEQLQMELKELALEEERLIQELEDVEKNRKIVAENLEKVQAEAERLDQEEAQYQREYSEFKRQQLELDDELKSVENQMRYAQTQLDKLKKTNVFNATFHIWHSGQFGTINNFRLGRLPSVPVEW.... Result: 1 (interaction). (3) The miRNA is hsa-miR-4433a-5p with sequence CGUCCCACCCCCCACUCCUGU. The protein sequence of the target gene is MPKHEFSVDMTCGGCAEAVSRVLNKLGGVKYDIDLPNKKVCIESEHSMDTLLATLKKTGKTVSYLGLE. Result: 0 (no interaction). (4) The miRNA is hsa-miR-6812-3p with sequence CCGCUCUUCCCCUGACCCCAG. The protein sequence of the target gene is MTTLNTGSARISIMNGSSVASTSPSVKCKEDQGLNGHEEKENPFAEYMWMENEEDFNRQVEEELQEQDFLDRCFQEMLDEEDQDWFIPARDLPQAVGHLQQQLNGLSVGDSHESEDILSKSNLNPDAKEFVPGVKY. Result: 0 (no interaction). (5) The miRNA is hsa-miR-4740-5p with sequence AGGACUGAUCCUCUCGGGCAGG. The protein sequence of the target gene is MPFLDIQKKLGISLDRHFMFLSAEQPYKNAARCHAFEKEWIECAHGIGGTRAKKECKIEFDDFEECLLRYKTMRRMHDIKKQREKLMKEGKYTPPPHHSGREEPRP. Result: 0 (no interaction). (6) The miRNA is hsa-miR-3191-5p with sequence CUCUCUGGCCGUCUACCUUCCA. The protein sequence of the target gene is MERGAGAKLLPLLLLLRATGFTCAQTDGRNGYTAVIEVTSGGPWGDWAWPEMCPDGFFASGFSLKVEPPQGIPGDDTALNGIRLHCARGNVLGNTHVVESQSGSWGEWSEPLWCRGGAYLVAFSLRVEAPTTLGDNTAANNVRFRCSDGEELQGPGLSWGDFGDWSDHCPKGACGLQTKIQGPRGLGDDTALNDARLFCCRS. Result: 0 (no interaction).